Dataset: Acute oral toxicity (LD50) regression data from Zhu et al.. Task: Regression/Classification. Given a drug SMILES string, predict its toxicity properties. Task type varies by dataset: regression for continuous values (e.g., LD50, hERG inhibition percentage) or binary classification for toxic/non-toxic outcomes (e.g., AMES mutagenicity, cardiotoxicity, hepatotoxicity). Dataset: ld50_zhu. (1) The molecule is Cc1c(Cl)cc2[nH]c(C(F)(F)F)nc2c1[N+](=O)[O-]. The rat oral LD50 is 3.95, given as -log10 of the dose in mol/kg body weight (higher means more acutely toxic). (2) The compound is COC(=O)c1cccc(N=NN(C)C)c1. The rat oral LD50 is 3.54, given as -log10 of the dose in mol/kg body weight (higher means more acutely toxic).